Dataset: Reaction yield outcomes from USPTO patents with 853,638 reactions. Task: Predict the reaction yield, written as a fraction of the theoretical maximum amount of product (1.0 means a 100% yield; for example, 0.34 means a 34% yield). (1) The reactants are [C:1]([NH2:10])(=[O:9])[C:2]1[C:3](=[CH:5][CH:6]=[CH:7][CH:8]=1)[NH2:4].[CH3:11][N:12]([CH3:25])[C:13]1[C:22]2[C:17](=[CH:18][CH:19]=[CH:20][CH:21]=2)[C:16]([CH:23]=O)=[CH:15][CH:14]=1.COC1C=C(OC)C=C2C=1C(=O)NC(C1C=CC=CN=1)=N2. No catalyst specified. The product is [CH3:11][N:12]([CH3:25])[C:13]1[C:22]2[C:17](=[CH:18][CH:19]=[CH:20][CH:21]=2)[C:16]([C:23]2[NH:10][C:1](=[O:9])[C:2]3[C:3](=[CH:5][CH:6]=[CH:7][CH:8]=3)[N:4]=2)=[CH:15][CH:14]=1. The yield is 0.690. (2) The reactants are O[C:2]1[CH:3]=[C:4]([CH:7]=[CH:8][C:9]=1[O:10][CH3:11])[CH:5]=[O:6].[OH:12][C@H:13]1[CH2:17][CH2:16][O:15][CH2:14]1.C1(P(C2C=CC=CC=2)C2C=CC=CC=2)C=CC=CC=1.N(C(OC(C)C)=O)=NC(OC(C)C)=O. The catalyst is C1COCC1.CCCCCC.C(OCC)(=O)C. The product is [CH3:11][O:10][C:9]1[CH:8]=[CH:7][C:4]([CH:5]=[O:6])=[C:3]([O:12][C@@H:13]2[CH2:17][CH2:16][O:15][CH2:14]2)[CH:2]=1. The yield is 0.660. (3) The yield is 0.645. The product is [N:8]1([C:1]([N:3]2[CH2:4][CH2:20][C:19]([C:13]3[CH:18]=[CH:17][CH:16]=[CH:15][CH:14]=3)([C:25]3[CH:30]=[CH:29][CH:28]=[CH:27][CH:26]=3)[CH2:6][CH2:7]2)=[S:2])[CH:12]=[CH:11][N:10]=[CH:9]1. The reactants are [C:1]([N:8]1[CH:12]=[CH:11][N:10]=[CH:9]1)([N:3]1[CH:7]=[CH:6]N=[CH:4]1)=[S:2].[C:13]1([C:19]2([C:25]3[CH:30]=[CH:29][CH:28]=[CH:27][CH:26]=3)CCNC[CH2:20]2)[CH:18]=[CH:17][CH:16]=[CH:15][CH:14]=1.C1CCN2C(=NCCC2)CC1.C(OCC)(=O)C. The catalyst is C1COCC1.CCCCCC. (4) The reactants are [OH:1][C@H:2]1[CH2:6][N:5](C(OC(C)(C)C)=O)[C@H:4]([C:14](=[O:30])[NH:15][CH2:16][C:17]2[CH:22]=[CH:21][C:20]([C:23]3[S:27][CH:26]=[N:25][C:24]=3[CH3:28])=[CH:19][C:18]=2[OH:29])[CH2:3]1.[ClH:31]. The catalyst is ClCCl.CO. The product is [ClH:31].[OH:1][C@H:2]1[CH2:6][NH:5][C@H:4]([C:14]([NH:15][CH2:16][C:17]2[CH:22]=[CH:21][C:20]([C:23]3[S:27][CH:26]=[N:25][C:24]=3[CH3:28])=[CH:19][C:18]=2[OH:29])=[O:30])[CH2:3]1. The yield is 0.980. (5) The reactants are [Li][CH2:2][CH2:3][CH2:4][CH3:5].O=C1[CH2:13][C@H:12]2[N:14]([C:15]([O:17][C:18]([CH3:21])([CH3:20])[CH3:19])=[O:16])[C@H]([CH2:10][CH2:11]2)C1. The catalyst is [Br-].C[P+](C1C=CC=CC=1)(C1C=CC=CC=1)C1C=CC=CC=1.C1COCC1. The product is [CH2:5]=[C:4]1[CH2:13][CH:12]2[N:14]([C:15]([O:17][C:18]([CH3:20])([CH3:19])[CH3:21])=[O:16])[CH:2]([CH2:10][CH2:11]2)[CH2:3]1. The yield is 0.270. (6) The yield is 0.950. The product is [C:4]([C:6]1[CH:7]=[C:8]([CH:19]=[CH:20][CH:21]=1)[O:9][C:10]1[CH:11]=[CH:12][C:13]([N+:16]([O-:18])=[O:17])=[CH:14][CH:15]=1)([OH:5])=[O:3]. The reactants are C([O:3][C:4]([C:6]1[CH:7]=[C:8]([CH:19]=[CH:20][CH:21]=1)[O:9][C:10]1[CH:15]=[CH:14][C:13]([N+:16]([O-:18])=[O:17])=[CH:12][CH:11]=1)=[O:5])C.O[Li].O. The catalyst is O. (7) The reactants are Br[C:2]1[C:10]([CH3:11])=[CH:9][C:5]2[O:6][CH2:7][CH2:8][C:4]=2[CH:3]=1.FC1(F)OC2C=C(C)C(C3N=C[C:25]([NH:28][C:29](=O)[C:30]4[CH:35]=[CH:34]C=CC=4F)=[N:26]C=3)=CC=2O1.[O-]P([O-])([O-])=O.[K+].[K+].[K+]. The catalyst is C(#N)C.O1CCOCC1.O. The product is [CH3:11][C:10]1[C:2]([C:30]2[CH:35]=[CH:34][C:25]([NH2:26])=[N:28][CH:29]=2)=[CH:3][C:4]2[CH2:8][CH2:7][O:6][C:5]=2[CH:9]=1. The yield is 0.630. (8) The reactants are Br[C:2]1[CH:7]=[C:6]([C:8]2[C:17]3[C:12](=[CH:13][C:14]([O:20][CH3:21])=[C:15]([O:18][CH3:19])[CH:16]=3)[CH:11]=[C:10]([C:22]([O:24][CH3:25])=[O:23])[C:9]=2[C:26]([O:28][CH3:29])=[O:27])[CH:5]=[CH:4][N:3]=1.F[B-](F)(F)F.C([PH+](C(C)(C)C)C(C)(C)C)(C)(C)C.[Si:48]([O:55][C@@H:56]1[C:65]2[C:60](=[CH:61][CH:62]=[CH:63][CH:64]=2)[NH:59][CH2:58][CH2:57]1)([C:51]([CH3:54])([CH3:53])[CH3:52])([CH3:50])[CH3:49].CC(C)([O-])C.[Na+].[Cl-].[NH4+]. The catalyst is C([O-])(=O)C.[Pd+2].C([O-])(=O)C.C(OCC)(=O)C.O.C1(C)C=CC=CC=1. The product is [C:51]([Si:48]([CH3:50])([CH3:49])[O:55][C@@H:56]1[C:65]2[C:60](=[CH:61][CH:62]=[CH:63][CH:64]=2)[N:59]([C:2]2[CH:7]=[C:6]([C:8]3[C:17]4[C:12](=[CH:13][C:14]([O:20][CH3:21])=[C:15]([O:18][CH3:19])[CH:16]=4)[CH:11]=[C:10]([C:22]([O:24][CH3:25])=[O:23])[C:9]=3[C:26]([O:28][CH3:29])=[O:27])[CH:5]=[CH:4][N:3]=2)[CH2:58][CH2:57]1)([CH3:54])([CH3:53])[CH3:52]. The yield is 0.800. (9) The reactants are C([O:4][C@@H:5]1[CH2:9][C@H:8]([C:10]2[N:14]3[C:15]4[CH:21]=[CH:20][N:19](S(C5C=CC(C)=CC=5)(=O)=O)[C:16]=4[N:17]=[CH:18][C:13]3=[C:12]([C:32]3[CH:37]=[CH:36][C:35]([NH:38][CH:39]([CH3:41])[CH3:40])=[CH:34][CH:33]=3)[N:11]=2)[N:7]([C:42](=[O:44])[CH3:43])[CH2:6]1)(=O)C.C([O-])([O-])=O.[Cs+].[Cs+]. The catalyst is C1COCC1. The product is [OH:4][C@H:5]1[CH2:6][N:7]([C:42](=[O:44])[CH3:43])[C@@H:8]([C:10]2[N:14]3[C:15]4[CH:21]=[CH:20][NH:19][C:16]=4[N:17]=[CH:18][C:13]3=[C:12]([C:32]3[CH:37]=[CH:36][C:35]([NH:38][CH:39]([CH3:41])[CH3:40])=[CH:34][CH:33]=3)[N:11]=2)[CH2:9]1. The yield is 0.250.